From a dataset of Tyrosyl-DNA phosphodiesterase HTS with 341,365 compounds. Binary Classification. Given a drug SMILES string, predict its activity (active/inactive) in a high-throughput screening assay against a specified biological target. (1) The molecule is Clc1c(C(=O)Nc2ncc(NC(=O)CCC)cc2)cccc1. The result is 0 (inactive). (2) The drug is O(C(=O)C1(C(c2c(CC3CC(=O)C(C1)=C3)cccc2)C[N+]([O-])=O)C(OC)=O)C. The result is 0 (inactive). (3) The compound is O=C(N1CCN(C(C(C)C)c2n(nnn2)CCc2ccccc2)CC1)c1occc1. The result is 0 (inactive). (4) The drug is S(=O)(=O)(N1CCC2(OCCO2)CC1)c1cc2c(oc(c2C)C(=O)NCCc2ccccc2)cc1. The result is 0 (inactive). (5) The molecule is S1CCC(NC(=O)COc2ccccc2)C1=O. The result is 0 (inactive). (6) The compound is S1(=O)(=O)N=C2N(CCCCC2)c2c1cc(cc2)C(=O)N(CC(=O)Nc1c(F)c(F)c(F)cc1)C. The result is 0 (inactive).